This data is from Reaction yield outcomes from USPTO patents with 853,638 reactions. The task is: Predict the reaction yield, written as a fraction of the theoretical maximum amount of product (1.0 means a 100% yield; for example, 0.34 means a 34% yield). The reactants are [Br:1][C:2]1[C:3]([O:13][CH3:14])=[CH:4][C:5]([O:11][CH3:12])=[C:6]([CH:10]=1)[C:7]([OH:9])=O.CN(C=O)C.C([N:23](CC)[CH:24]([CH3:26])[CH3:25])(C)C.CN(C(ON1N=N[C:39]2[CH:40]=[CH:41][CH:42]=[N:43][C:38]1=2)=[N+](C)C)C.F[P-](F)(F)(F)(F)F. The catalyst is C(Cl)Cl.C(OCC)C. The product is [Br:1][C:2]1[C:3]([O:13][CH3:14])=[CH:4][C:5]([O:11][CH3:12])=[C:6]([CH:10]=1)[C:7]([NH:23][C:24]1([C:38]2[CH:39]=[CH:40][CH:41]=[CH:42][N:43]=2)[CH2:26][CH2:25]1)=[O:9]. The yield is 0.760.